From a dataset of Reaction yield outcomes from USPTO patents with 853,638 reactions. Predict the reaction yield, written as a fraction of the theoretical maximum amount of product (1.0 means a 100% yield; for example, 0.34 means a 34% yield). The yield is 0.500. No catalyst specified. The reactants are [NH2:1][C:2]1[CH:7]=[CH:6][C:5]([CH2:8][C:9]([OH:11])=[O:10])=[C:4]([F:12])[C:3]=1[OH:13].[Cl:14][C:15]1[CH:20]=[CH:19][CH:18]=[CH:17][C:16]=1[N:21]=[C:22]=S.[CH3:24]O. The product is [Cl:14][C:15]1[CH:20]=[CH:19][CH:18]=[CH:17][C:16]=1[NH:21][C:22]1[O:13][C:3]2[C:4]([F:12])=[C:5]([CH2:8][C:9]([O:11][CH3:24])=[O:10])[CH:6]=[CH:7][C:2]=2[N:1]=1.